This data is from Experimentally validated miRNA-target interactions with 360,000+ pairs, plus equal number of negative samples. The task is: Binary Classification. Given a miRNA mature sequence and a target amino acid sequence, predict their likelihood of interaction. (1) The miRNA is mmu-miR-132-3p with sequence UAACAGUCUACAGCCAUGGUCG. The protein sequence of the target gene is MAEAPASPVPLSPLEVELDPEFEPQSRPRSCTWPLQRPELQASPAKPSGETAADSMIPEEDDDEDDEDGGGRASSAMVIGGGVSSTLGSGLLLEDSAMLLAPGGQDLGSGPASAAGALSGGTPTQLQPQQPLPQPQPGAAGGSGQPRKCSSRRNAWGNLSYADLITRAIESSPDKRLTLSQIYEWMVRCVPYFKDKGDSNSSAGWKNSIRHNLSLHSRFMRVQNEGTGKSSWWIINPDGGKSGKAPRRRAVSMDNSNKYTKSRGRAAKKKAALQAAPESADDSPSQLSKWPGSPTSRSSD.... Result: 1 (interaction). (2) The miRNA is hsa-miR-511-3p with sequence AAUGUGUAGCAAAAGACAGA. Result: 0 (no interaction). The protein sequence of the target gene is MEIEKQHVYISTVEVENLSDALFSGDEENGGSEERKTEINGNWIPATSITEAKINAKAKRRLRKNSSRDSGRGDSVSENGETQKAGLVVPTSPKGKVLDRRSRSGKGRGLPKKGGAGGKGVWGTPGQVYDVEEVDIKDPNYDDDQENCVYETVVLPLDERAFEKTLTPIIQEYFEHGDTNEVSEMLKDLNLGEMKYSVPVLAVSLALEGKASHREMTSKLISDLCGTVVSKTDVEKSFDKLLKDLPDLVLDSPRAPQLVGQFIARAVGDGILSSTYIDGYKGTVDSIQARAALDRATVLL.... (3) The miRNA is hsa-miR-6892-3p with sequence UCCCUCUCCCACCCCUUGCAG. The protein sequence of the target gene is MVGREKELSIHFVPGSCRLVEEEVNIPNRRVLVTGATGLLGRAVHKEFQQNNWHAVGCGFRRARPKFEQVNLLDSNAVHHIIHDFQPHVIVHCAAERRPDVVENQPDAASQLNVDASGNLAKEAAAVGAFLIYISSDYVFDGTNPPYREEDIPAPLNLYGKTKLDGEKAVLENNLGAAVLRIPILYGEVEKLEESAVTVMFDKVQFSNKSANMDHWQQRFPTHVKDVATVCRQLAEKRMLDPSIKGTFHWSGNEQMTKYEMACAIADAFNLPSSHLRPITDSPVLGAQRPRNAQLDCSKL.... Result: 0 (no interaction).